Dataset: Forward reaction prediction with 1.9M reactions from USPTO patents (1976-2016). Task: Predict the product of the given reaction. (1) Given the reactants [C:1]([NH:5][S:6]([C:9]1[C:10]([C:15]2[CH:20]=[CH:19][C:18]([C:21]3[CH:22]=[C:23]4[C:27](=[C:28]([N+:30]([O-])=O)[CH:29]=3)[NH:26][CH:25]=[CH:24]4)=[C:17]([F:33])[CH:16]=2)=[CH:11][CH:12]=[CH:13][CH:14]=1)(=[O:8])=[O:7])([CH3:4])([CH3:3])[CH3:2].[NH4+].[Cl-], predict the reaction product. The product is: [NH2:30][C:28]1[CH:29]=[C:21]([C:18]2[CH:19]=[CH:20][C:15]([C:10]3[C:9]([S:6]([NH:5][C:1]([CH3:3])([CH3:2])[CH3:4])(=[O:8])=[O:7])=[CH:14][CH:13]=[CH:12][CH:11]=3)=[CH:16][C:17]=2[F:33])[CH:22]=[C:23]2[C:27]=1[NH:26][CH:25]=[CH:24]2. (2) Given the reactants [CH:1]#[C:2][CH3:3].[C:4]([O:8][C:9](=[O:24])[NH:10][C:11]1[CH:12]=[N:13][C:14]([C:18]2[CH:23]=[CH:22][CH:21]=[CH:20][CH:19]=2)=[CH:15][C:16]=1I)([CH3:7])([CH3:6])[CH3:5].C(OCC)(=O)C.[Cl-].[NH4+], predict the reaction product. The product is: [C:4]([O:8][C:9](=[O:24])[NH:10][C:11]1[CH:12]=[N:13][C:14]([C:18]2[CH:23]=[CH:22][CH:21]=[CH:20][CH:19]=2)=[CH:15][C:16]=1[C:1]#[C:2][CH3:3])([CH3:7])([CH3:6])[CH3:5]. (3) The product is: [CH2:7]([O:14][C:15]1[CH:16]=[C:17]([CH:40]=[CH:41][CH:42]=1)[C:18]([NH:20][C:21]1[CH:26]=[CH:25][CH:24]=[CH:23][C:22]=1[S:27]([NH:30][C:31]([NH:47][CH2:43][CH2:44][CH2:45][CH3:46])=[O:33])(=[O:29])=[O:28])=[O:19])[C:8]1[CH:13]=[CH:12][CH:11]=[CH:10][CH:9]=1. Given the reactants C1C=CC=CC=1.[CH2:7]([O:14][C:15]1[CH:16]=[C:17]([CH:40]=[CH:41][CH:42]=1)[C:18]([NH:20][C:21]1[CH:26]=[CH:25][CH:24]=[CH:23][C:22]=1[S:27]([NH:30][C:31]([O:33]C1C=CC=CC=1)=O)(=[O:29])=[O:28])=[O:19])[C:8]1[CH:13]=[CH:12][CH:11]=[CH:10][CH:9]=1.[CH2:43]([NH2:47])[CH2:44][CH2:45][CH3:46], predict the reaction product. (4) Given the reactants [CH3:1][N:2]([CH3:15])[C@H:3]1[CH2:7][CH2:6][N:5](C(OCCCC)=O)[CH2:4]1.[ClH:16], predict the reaction product. The product is: [ClH:16].[CH3:1][N:2]([CH3:15])[C@H:3]1[CH2:7][CH2:6][NH:5][CH2:4]1.